From a dataset of Catalyst prediction with 721,799 reactions and 888 catalyst types from USPTO. Predict which catalyst facilitates the given reaction. Reactant: [Br:1][C:2]1[CH:7]=[C:6]([CH2:8]Br)[CH:5]=[CH:4][C:3]=1[S:10]([CH3:13])(=[O:12])=[O:11].[NH4+:14].[OH-].Cl. Product: [Br:1][C:2]1[CH:7]=[C:6]([CH:5]=[CH:4][C:3]=1[S:10]([CH3:13])(=[O:12])=[O:11])[CH2:8][NH2:14]. The catalyst class is: 92.